From a dataset of Peptide-MHC class II binding affinity with 134,281 pairs from IEDB. Regression. Given a peptide amino acid sequence and an MHC pseudo amino acid sequence, predict their binding affinity value. This is MHC class II binding data. (1) The peptide sequence is VNVQTKPSLFKVRNG. The MHC is HLA-DQA10201-DQB10402 with pseudo-sequence HLA-DQA10201-DQB10402. The binding affinity (normalized) is 0.770. (2) The peptide sequence is GELQIVDKIDYAFKI. The MHC is DRB1_1501 with pseudo-sequence DRB1_1501. The binding affinity (normalized) is 0.598. (3) The peptide sequence is QASVNGVTLIGESVK. The MHC is DRB5_0101 with pseudo-sequence DRB5_0101. The binding affinity (normalized) is 0.256. (4) The peptide sequence is GELQIVDKIDAAFKY. The MHC is DRB1_1302 with pseudo-sequence DRB1_1302. The binding affinity (normalized) is 0.599. (5) The peptide sequence is PGMMMGMFNMLSTVL. The MHC is DRB1_1302 with pseudo-sequence DRB1_1302. The binding affinity (normalized) is 0.197.